This data is from Full USPTO retrosynthesis dataset with 1.9M reactions from patents (1976-2016). The task is: Predict the reactants needed to synthesize the given product. Given the product [CH3:17][O:18][C:19]1[CH:20]=[C:21]([CH:29]=[CH:30][CH:31]=1)[CH2:22][CH:23]1[CH2:28][CH2:27][N:26]([C:13](=[O:15])[C:12]([NH:11][C:9]2[CH:8]=[CH:7][C:5]3[NH:6][C:2](=[O:1])[O:3][C:4]=3[CH:10]=2)=[O:16])[CH2:25][CH2:24]1, predict the reactants needed to synthesize it. The reactants are: [O:1]=[C:2]1[NH:6][C:5]2[CH:7]=[CH:8][C:9]([NH:11][C:12](=[O:16])[C:13]([OH:15])=O)=[CH:10][C:4]=2[O:3]1.[CH3:17][O:18][C:19]1[CH:20]=[C:21]([CH:29]=[CH:30][CH:31]=1)[CH2:22][CH:23]1[CH2:28][CH2:27][NH:26][CH2:25][CH2:24]1.C(OC(C)C)(C)C.